This data is from Reaction yield outcomes from USPTO patents with 853,638 reactions. The task is: Predict the reaction yield, written as a fraction of the theoretical maximum amount of product (1.0 means a 100% yield; for example, 0.34 means a 34% yield). (1) The reactants are [CH3:1][C:2]1([CH3:34])[C:8](=[O:9])[NH:7][C:6]2[N:10]=[CH:11][C:12](/[CH:14]=[CH:15]/[C:16]([N:18]([CH2:20][C:21]3[CH:26]=[CH:25][CH:24]=[C:23]([CH:27]([CH3:29])[CH3:28])[C:22]=3[O:30][CH2:31][CH2:32][CH3:33])[CH3:19])=[O:17])=[CH:13][C:5]=2[CH2:4][NH:3]1.[ClH:35]. The catalyst is C(Cl)Cl.C(OCC)C. The product is [ClH:35].[CH3:34][C:2]1([CH3:1])[C:8](=[O:9])[NH:7][C:6]2[N:10]=[CH:11][C:12](/[CH:14]=[CH:15]/[C:16]([N:18]([CH2:20][C:21]3[CH:26]=[CH:25][CH:24]=[C:23]([CH:27]([CH3:29])[CH3:28])[C:22]=3[O:30][CH2:31][CH2:32][CH3:33])[CH3:19])=[O:17])=[CH:13][C:5]=2[CH2:4][NH:3]1. The yield is 0.710. (2) The reactants are [H-].[Na+].[CH2:3]([O:7][C:8]1[CH:9]=[C:10]([CH:14]([C:17]([O:19][C:20]([CH3:23])([CH3:22])[CH3:21])=[O:18])[CH2:15][NH2:16])[CH:11]=[CH:12][CH:13]=1)[CH2:4][CH2:5][CH3:6].Cl[CH2:25][C:26]([N:28]([CH3:30])[CH3:29])=[O:27].O. The catalyst is CN(C=O)C. The product is [CH2:3]([O:7][C:8]1[CH:9]=[C:10]([CH:14]([C:17]([O:19][C:20]([CH3:22])([CH3:21])[CH3:23])=[O:18])[CH2:15][NH:16][CH2:25][C:26]([N:28]([CH3:30])[CH3:29])=[O:27])[CH:11]=[CH:12][CH:13]=1)[CH2:4][CH2:5][CH3:6]. The yield is 0.750. (3) The reactants are FC(F)(F)C(O)=O.[Br:8][C:9]1[C:10]([F:38])=[C:11]([CH:15]2[CH:19]([C:20](O)=[O:21])[NH:18][CH:17]([CH2:23][C:24]([CH3:27])([CH3:26])[CH3:25])[C:16]32[C:35]2[C:30](=[CH:31][C:32]([Cl:36])=[CH:33][CH:34]=2)[NH:29][C:28]3=[O:37])[CH:12]=[CH:13][CH:14]=1.C(N(C(C)C)CC)(C)C.C1(P(Cl)(C2C=CC=CC=2)=O)C=CC=CC=1.[NH2:63][C:64]1[CH:73]=[CH:72][C:67]([C:68]([O:70][CH3:71])=[O:69])=[CH:66][C:65]=1[O:74][CH3:75]. No catalyst specified. The product is [CH3:71][O:70][C:68](=[O:69])[C:67]1[CH:72]=[CH:73][C:64]([NH:63][C:20]([C@@H:19]2[NH:18][C@@H:17]([CH2:23][C:24]([CH3:26])([CH3:25])[CH3:27])[C@:16]3([C:35]4[C:30](=[CH:31][C:32]([Cl:36])=[CH:33][CH:34]=4)[NH:29][C:28]3=[O:37])[C@H:15]2[C:11]2[CH:12]=[CH:13][CH:14]=[C:9]([Br:8])[C:10]=2[F:38])=[O:21])=[C:65]([O:74][CH3:75])[CH:66]=1. The yield is 0.510. (4) The yield is 0.540. The catalyst is C(Cl)Cl.N1C=CC=CC=1.C(OCC)(=O)C. The reactants are Cl.[CH3:2][N:3]1[CH:12]=[C:11]([C:13]2[CH:18]=[CH:17][CH:16]=[C:15]([NH:19][CH3:20])[CH:14]=2)[C:10]2[C:5](=[CH:6][CH:7]=[CH:8][CH:9]=2)[C:4]1=[O:21].N(C(C)C)(C(C)C)CC.[CH3:31][S:32](Cl)(=[O:34])=[O:33].O. The product is [CH3:20][N:19]([C:15]1[CH:16]=[CH:17][CH:18]=[C:13]([C:11]2[C:10]3[C:5](=[CH:6][CH:7]=[CH:8][CH:9]=3)[C:4](=[O:21])[N:3]([CH3:2])[CH:12]=2)[CH:14]=1)[S:32]([CH3:31])(=[O:34])=[O:33].